The task is: Predict the reaction yield, written as a fraction of the theoretical maximum amount of product (1.0 means a 100% yield; for example, 0.34 means a 34% yield).. This data is from Reaction yield outcomes from USPTO patents with 853,638 reactions. (1) The reactants are [NH2:1][C:2]1[C:25]([N+:26]([O-])=O)=[CH:24][CH:23]=[CH:22][C:3]=1[C:4]([NH:6][C:7]1[CH:12]=[CH:11][C:10]([CH2:13][CH2:14][N:15]2[CH2:20][CH2:19][N:18]([CH3:21])[CH2:17][CH2:16]2)=[CH:9][CH:8]=1)=[O:5]. The catalyst is CO.[Pd]. The product is [NH2:1][C:2]1[C:25]([NH2:26])=[CH:24][CH:23]=[CH:22][C:3]=1[C:4]([NH:6][C:7]1[CH:8]=[CH:9][C:10]([CH2:13][CH2:14][N:15]2[CH2:20][CH2:19][N:18]([CH3:21])[CH2:17][CH2:16]2)=[CH:11][CH:12]=1)=[O:5]. The yield is 0.940. (2) The reactants are [NH2:1][C:2]1[CH:7]=[CH:6][C:5]([N:8]2[CH:13]=[CH:12][CH:11]=[CH:10][C:9]2=[O:14])=[CH:4][C:3]=1[F:15].C[Si]([N-][Si](C)(C)C)(C)C.[Li+].[CH3:26][O:27][C:28]1[CH:43]=[CH:42][C:31]([CH2:32][O:33][CH2:34][C@@H:35]2[C@@H:40]3[C@H:36]2[CH2:37][O:38][C:39]3=[O:41])=[CH:30][CH:29]=1.Cl. The catalyst is C1COCC1.CCOC(C)=O. The product is [F:15][C:3]1[CH:4]=[C:5]([N:8]2[CH:13]=[CH:12][CH:11]=[CH:10][C:9]2=[O:14])[CH:6]=[CH:7][C:2]=1[NH:1][C:37]([C@@H:36]1[C@@H:35]([CH2:34][O:33][CH2:32][C:31]2[CH:42]=[CH:43][C:28]([O:27][CH3:26])=[CH:29][CH:30]=2)[C@@H:40]1[CH2:39][OH:41])=[O:38]. The yield is 0.770. (3) The reactants are [CH3:1][O:2][C:3]1[CH:9]=[C:8]([O:10][CH3:11])[C:7]([CH3:12])=[CH:6][C:4]=1[NH2:5].[C:13](Cl)(Cl)=[O:14]. The catalyst is CCOC(C)=O. The product is [N:5]([C:4]1[CH:6]=[C:7]([CH3:12])[C:8]([O:10][CH3:11])=[CH:9][C:3]=1[O:2][CH3:1])=[C:13]=[O:14]. The yield is 1.00. (4) The reactants are Cl[C:2]1[N:7]=[C:6]([NH:8][C:9]2[CH:10]=[C:11]3[C:15](=[CH:16][CH:17]=2)[NH:14][N:13]=[CH:12]3)[C:5]([CH3:18])=[CH:4][N:3]=1.[CH:19]1([NH:22][C:23](=[O:42])[CH2:24][O:25][C:26]2[CH:31]=[C:30](B3OC(C)(C)C(C)(C)O3)[CH:29]=[CH:28][C:27]=2[F:41])[CH2:21][CH2:20]1.CC([O-])=O.[K+]. The catalyst is O1CCOCC1.O.C(Cl)Cl.C1C=CC(P(C2C=CC=CC=2)[C-]2C=CC=C2)=CC=1.C1C=CC(P(C2C=CC=CC=2)[C-]2C=CC=C2)=CC=1.Cl[Pd]Cl.[Fe+2]. The product is [NH:14]1[C:15]2[C:11](=[CH:10][C:9]([NH:8][C:6]3[C:5]([CH3:18])=[CH:4][N:3]=[C:2]([C:30]4[CH:29]=[CH:28][C:27]([F:41])=[C:26]([CH:31]=4)[O:25][CH2:24][C:23]([NH:22][CH:19]4[CH2:21][CH2:20]4)=[O:42])[N:7]=3)=[CH:17][CH:16]=2)[CH:12]=[N:13]1. The yield is 0.0290. (5) The reactants are [Br:1][C:2]1[NH:6][C:5]([C:7]([O:9][CH2:10]C)=[O:8])=[CH:4][CH:3]=1.Br[CH2:13][C:14]([C:16]1[CH:21]=[CH:20][C:19]([O:22][CH3:23])=[CH:18][CH:17]=1)=[O:15].C(=O)([O-])[O-].[K+].[K+]. The catalyst is CN(C)C=O. The product is [CH3:10][O:9][C:7]([C:5]1[N:6]([CH2:13][C:14]([C:16]2[CH:21]=[CH:20][C:19]([O:22][CH3:23])=[CH:18][CH:17]=2)=[O:15])[C:2]([Br:1])=[CH:3][CH:4]=1)=[O:8]. The yield is 0.690. (6) The reactants are [NH2:1][C:2]1[CH:28]=[CH:27][C:5]([O:6][C:7]2[CH:12]=[CH:11][N:10]=[C:9]([NH:13][C:14]([N:16]3[CH2:21][CH2:20][N:19]([CH:22]4[CH2:25][N:24]([CH3:26])[CH2:23]4)[CH2:18][CH2:17]3)=[O:15])[CH:8]=2)=[CH:4][CH:3]=1.[C@]12(CS(O)(=O)=O)C(C)(C)C(CC1)CC2=O.[C:44]1([CH2:50][C:51]([N:53]=[C:54]=[S:55])=[O:52])[CH:49]=[CH:48][CH:47]=[CH:46][CH:45]=1.C(=O)([O-])O.[Na+]. The catalyst is C(O)C.C1(C)C=CC=CC=1.CCCCCC.C(OCC)C.C(OCC)(=O)C.O1CCCC1. The product is [C:44]1([CH2:50][C:51]([NH:53][C:54](=[S:55])[NH:1][C:2]2[CH:28]=[CH:27][C:5]([O:6][C:7]3[CH:12]=[CH:11][N:10]=[C:9]([NH:13][C:14]([N:16]4[CH2:21][CH2:20][N:19]([CH:22]5[CH2:23][N:24]([CH3:26])[CH2:25]5)[CH2:18][CH2:17]4)=[O:15])[CH:8]=3)=[CH:4][CH:3]=2)=[O:52])[CH:49]=[CH:48][CH:47]=[CH:46][CH:45]=1. The yield is 0.233. (7) The reactants are P(=O)(O)(O)O.O.[CH2:7]([N:14]([CH2:24][C:25]1[CH:30]=[CH:29][CH:28]=[CH:27][CH:26]=1)[C@@H:15]1[CH2:19][C@H:18]([C:20]([O-:22])=[O:21])[C@H:17]([CH3:23])[CH2:16]1)[C:8]1[CH:13]=[CH:12][CH:11]=[CH:10][CH:9]=1.C1([C@H](N)C)C=CC=CC=1. The catalyst is CC(OC)(C)C. The product is [CH2:24]([N:14]([CH2:7][C:8]1[CH:13]=[CH:12][CH:11]=[CH:10][CH:9]=1)[C@@H:15]1[CH2:19][C@H:18]([C:20]([OH:22])=[O:21])[C@H:17]([CH3:23])[CH2:16]1)[C:25]1[CH:26]=[CH:27][CH:28]=[CH:29][CH:30]=1. The yield is 0.990.